Dataset: Catalyst prediction with 721,799 reactions and 888 catalyst types from USPTO. Task: Predict which catalyst facilitates the given reaction. (1) Reactant: Cl[C:2]1[N:7]=[C:6]([CH3:8])[N:5]=[C:4]([NH:9][C:10]2[S:11][C:12]([C:15]([NH:17][C:18]3[C:23]([CH3:24])=[CH:22][CH:21]=[CH:20][C:19]=3[Cl:25])=[O:16])=[CH:13][N:14]=2)[CH:3]=1.[NH:26]1[CH2:31][CH2:30][NH:29][CH2:28][CH2:27]1.C(N(CC)C(C)C)(C)C. Product: [Cl:25][C:19]1[CH:20]=[CH:21][CH:22]=[C:23]([CH3:24])[C:18]=1[NH:17][C:15]([C:12]1[S:11][C:10]([NH:9][C:4]2[CH:3]=[C:2]([N:26]3[CH2:31][CH2:30][NH:29][CH2:28][CH2:27]3)[N:7]=[C:6]([CH3:8])[N:5]=2)=[N:14][CH:13]=1)=[O:16]. The catalyst class is: 12. (2) Reactant: [C:1]1([OH:15])[C:14]2[S:13][C:12]3[C:7](=[CH:8][CH:9]=[CH:10][CH:11]=3)[S:6][C:5]=2[CH:4]=[CH:3][CH:2]=1.[Br:16]Br.O. Product: [Br:16][C:4]1[C:5]2[S:6][C:7]3[C:12](=[CH:11][CH:10]=[CH:9][CH:8]=3)[S:13][C:14]=2[C:1]([OH:15])=[CH:2][CH:3]=1. The catalyst class is: 15.